This data is from TCR-epitope binding with 47,182 pairs between 192 epitopes and 23,139 TCRs. The task is: Binary Classification. Given a T-cell receptor sequence (or CDR3 region) and an epitope sequence, predict whether binding occurs between them. (1) The epitope is PROT_97E67BCC. The TCR CDR3 sequence is CASSDGGIYGYTF. Result: 1 (the TCR binds to the epitope). (2) The epitope is EEHVQIHTI. The TCR CDR3 sequence is CASSSKGGELFF. Result: 1 (the TCR binds to the epitope). (3) The epitope is ILHCANFNV. The TCR CDR3 sequence is CASRSLVSTGELFF. Result: 0 (the TCR does not bind to the epitope). (4) The epitope is YIFFASFYY. The TCR CDR3 sequence is CASSVSALGSDTQYF. Result: 0 (the TCR does not bind to the epitope). (5) The epitope is NLVPMVATV. The TCR CDR3 sequence is CASSQGPGGWTEAFF. Result: 1 (the TCR binds to the epitope).